From a dataset of Forward reaction prediction with 1.9M reactions from USPTO patents (1976-2016). Predict the product of the given reaction. Given the reactants C1(C2C=CC([CH:8]=[O:9])=CC=2)CC1.Br[C:13]1[CH:18]=[CH:17][C:16]([C:19]2([O:23][CH3:24])[CH2:22][CH2:21][CH2:20]2)=[CH:15][CH:14]=1.[Li]CCCC.CN(C=O)C, predict the reaction product. The product is: [CH3:24][O:23][C:19]1([C:16]2[CH:17]=[CH:18][C:13]([CH:8]=[O:9])=[CH:14][CH:15]=2)[CH2:22][CH2:21][CH2:20]1.